Task: Predict the product of the given reaction.. Dataset: Forward reaction prediction with 1.9M reactions from USPTO patents (1976-2016) (1) Given the reactants [C:1]([O:4][C@@H:5]1[CH2:9][C:8](=[O:10])[N:7]([C@@H:11]2[CH2:16][CH2:15][CH2:14][CH2:13][C@H:12]2[OH:17])[C:6]1=[O:18])(=[O:3])[CH3:2].[CH2:19]([O:26][C:27]1[CH:28]=[C:29]([CH2:35][CH2:36]N=C([O-])C(Cl)(Cl)Cl)[CH:30]=[CH:31][C:32]=1[O:33][CH3:34])[C:20]1[CH:25]=[CH:24][CH:23]=[CH:22][CH:21]=1, predict the reaction product. The product is: [C:1]([O:4][C@@H:5]1[CH2:9][C:8](=[O:10])[N:7]([C@@H:11]2[CH2:16][CH2:15][CH2:14][CH2:13][C@H:12]2[O:17][CH2:36][CH2:35][C:29]2[CH:30]=[CH:31][C:32]([O:33][CH3:34])=[C:27]([O:26][CH2:19][C:20]3[CH:25]=[CH:24][CH:23]=[CH:22][CH:21]=3)[CH:28]=2)[C:6]1=[O:18])(=[O:3])[CH3:2]. (2) Given the reactants B.CSC.[Cl:5][C:6]1[CH:7]=[C:8]([CH2:13][C:14](O)=[O:15])[CH:9]=[CH:10][C:11]=1[OH:12], predict the reaction product. The product is: [Cl:5][C:6]1[CH:7]=[C:8]([CH2:13][CH2:14][OH:15])[CH:9]=[CH:10][C:11]=1[OH:12]. (3) Given the reactants C(OC([N:8]1[CH2:17][CH2:16][C:15]2[NH:14][N:13]=[C:12]([C:18]3[CH:23]=[CH:22][C:21]([Cl:24])=[CH:20][CH:19]=3)[C:11]=2[CH2:10][CH2:9]1)=O)(C)(C)C.[F:25][C:26]1[CH:33]=[C:32]([F:34])[CH:31]=[CH:30][C:27]=1[CH2:28]Br.C(OC(N1CCC2C(=C(C3C=CC(Cl)=CC=3)N(CC3C=CC(F)=CC=3F)N=2)CC1)=O)(C)(C)C, predict the reaction product. The product is: [Cl:24][C:21]1[CH:20]=[CH:19][C:18]([C:12]2[C:11]3[CH2:10][CH2:9][NH:8][CH2:17][CH2:16][C:15]=3[N:14]([CH2:28][C:27]3[CH:30]=[CH:31][C:32]([F:34])=[CH:33][C:26]=3[F:25])[N:13]=2)=[CH:23][CH:22]=1. (4) Given the reactants [N+:1]([C:4]1[CH:9]=[CH:8][CH:7]=[CH:6][C:5]=1[S:10]([N@:13]1[CH2:15][CH:14]1[C@H:16]1[O:20][C:19](=[O:21])[C@H:18]([CH2:22][CH2:23][CH3:24])[CH2:17]1)(=[O:12])=[O:11])([O-:3])=[O:2].[Cl:25][C:26]1[CH:31]=[CH:30][CH:29]=[CH:28][C:27]=1[N:32]1[CH2:37][C:36]([CH3:39])([CH3:38])[NH:35][CH2:34][C:33]1=[O:40], predict the reaction product. The product is: [Cl:25][C:26]1[CH:31]=[CH:30][CH:29]=[CH:28][C:27]=1[N:32]1[C:33](=[O:40])[CH2:34][N:35]([CH2:15][C@H:14]([NH:13][S:10]([C:5]2[CH:6]=[CH:7][CH:8]=[CH:9][C:4]=2[N+:1]([O-:3])=[O:2])(=[O:12])=[O:11])[C@@H:16]2[CH2:17][C@@H:18]([CH2:22][CH2:23][CH3:24])[C:19](=[O:21])[O:20]2)[C:36]([CH3:39])([CH3:38])[CH2:37]1. (5) Given the reactants [NH2:1][C@@H:2]1[CH2:6][CH2:5][CH2:4][C@@H:3]1[C:7]([OH:9])=O.[NH2:10][CH:11]1[CH2:15]CC[CH:12]1C(O)=O, predict the reaction product. The product is: [CH:11]([NH:10][C:7]([C@H:3]1[CH2:4][CH2:5][CH2:6][C@H:2]1[NH2:1])=[O:9])([CH3:15])[CH3:12]. (6) Given the reactants [CH2:1]([O:8][C:9]1[C:17]([O:18][CH3:19])=[CH:16][C:12]([C:13]([OH:15])=O)=[CH:11][C:10]=1[O:20][CH3:21])[C:2]1[CH:7]=[CH:6][CH:5]=[CH:4][CH:3]=1.[CH3:22][S:23][C@@H:24]1[CH2:28][NH:27][C@H:26]([C:29]([OH:31])=[O:30])[CH2:25]1, predict the reaction product. The product is: [CH2:1]([O:8][C:9]1[C:10]([O:20][CH3:21])=[CH:11][C:12]([C:13]([N:27]2[CH2:28][C@@H:24]([S:23][CH3:22])[CH2:25][C@H:26]2[C:29]([OH:31])=[O:30])=[O:15])=[CH:16][C:17]=1[O:18][CH3:19])[C:2]1[CH:3]=[CH:4][CH:5]=[CH:6][CH:7]=1. (7) Given the reactants [NH2:1][CH:2]([C:11]1[C:16]([O:17][CH3:18])=[CH:15][CH:14]=[CH:13][C:12]=1[O:19][CH3:20])[CH2:3][CH:4]([CH3:10])[C:5]([O:7]CC)=O.[CH3:21][C:22]1[S:23][C:24]2[CH:30]=[C:29]([CH:31]=O)[CH:28]=[CH:27][C:25]=2[N:26]=1, predict the reaction product. The product is: [CH3:18][O:17][C:16]1[CH:15]=[CH:14][CH:13]=[C:12]([O:19][CH3:20])[C:11]=1[CH:2]1[N:1]([CH2:31][C:29]2[CH:28]=[CH:27][C:25]3[N:26]=[C:22]([CH3:21])[S:23][C:24]=3[CH:30]=2)[C:5](=[O:7])[CH:4]([CH3:10])[CH2:3]1. (8) Given the reactants [Cl-].[NH4+:2].C[Al](C)C.[CH2:7]([O:10][C:11]1[CH:18]=[CH:17][CH:16]=[CH:15][C:12]=1[C:13]#[N:14])[CH2:8][CH3:9].C(Cl)(Cl)[Cl:20], predict the reaction product. The product is: [ClH:20].[CH2:7]([O:10][C:11]1[CH:18]=[CH:17][CH:16]=[CH:15][C:12]=1[C:13]([NH2:2])=[NH:14])[CH2:8][CH3:9]. (9) Given the reactants [N:1]1[C:11]2[NH:10][C:9]3[CH:12]=[CH:13][CH:14]=[CH:15][C:8]=3[C:7](=[O:16])[NH:6][C:5]=2[CH:4]=[CH:3][CH:2]=1.[H-].[Na+].Br[CH2:20][C:21]([C:23]1[CH:28]=[CH:27][C:26]([C:29]2([NH:33][C:34](=[O:40])[O:35][C:36]([CH3:39])([CH3:38])[CH3:37])[CH2:32][CH2:31][CH2:30]2)=[CH:25][CH:24]=1)=[O:22], predict the reaction product. The product is: [O:16]=[C:7]1[N:6]([CH2:20][C:21]([C:23]2[CH:24]=[CH:25][C:26]([C:29]3([NH:33][C:34](=[O:40])[O:35][C:36]([CH3:39])([CH3:38])[CH3:37])[CH2:32][CH2:31][CH2:30]3)=[CH:27][CH:28]=2)=[O:22])[C:5]2[CH:4]=[CH:3][CH:2]=[N:1][C:11]=2[NH:10][C:9]2[CH:12]=[CH:13][CH:14]=[CH:15][C:8]1=2.